This data is from Forward reaction prediction with 1.9M reactions from USPTO patents (1976-2016). The task is: Predict the product of the given reaction. Given the reactants C(OP([CH2:9][C:10]([O:12][C:13]([CH3:16])([CH3:15])[CH3:14])=[O:11])(OCC)=O)C.[H-].[Na+].[CH3:19][C:20]1[CH:25]=[CH:24][N:23]=[C:22]([CH:26]=O)[CH:21]=1.O, predict the reaction product. The product is: [CH3:19][C:20]1[CH:25]=[CH:24][N:23]=[C:22](/[CH:26]=[CH:9]/[C:10]([O:12][C:13]([CH3:14])([CH3:15])[CH3:16])=[O:11])[CH:21]=1.